The task is: Predict the reaction yield, written as a fraction of the theoretical maximum amount of product (1.0 means a 100% yield; for example, 0.34 means a 34% yield).. This data is from Reaction yield outcomes from USPTO patents with 853,638 reactions. (1) The reactants are [F-].[K+].[Cl:3][C:4]1[CH:9]=[CH:8][C:7]([NH:10][C:11]([C:13]2[N:17]([CH3:18])[N:16]=[C:15]([O:19][CH:20]([F:22])[F:21])[C:14]=2I)=[O:12])=[CH:6][C:5]=1[C:24](=[O:31])[NH:25][CH2:26][C:27]([F:30])([F:29])[F:28].[F:32][C:33]([Si](C)(C)C)([F:35])[F:34]. The catalyst is [Cu]I.CN(C)C=O. The product is [Cl:3][C:4]1[CH:9]=[CH:8][C:7]([NH:10][C:11]([C:13]2[N:17]([CH3:18])[N:16]=[C:15]([O:19][CH:20]([F:22])[F:21])[C:14]=2[C:33]([F:35])([F:34])[F:32])=[O:12])=[CH:6][C:5]=1[C:24](=[O:31])[NH:25][CH2:26][C:27]([F:30])([F:29])[F:28]. The yield is 0.130. (2) The reactants are [Br:1][C:2]1[N:3]=[C:4]2[C:10]([C:11]([OH:13])=O)=[CH:9][N:8]([CH2:14][O:15][CH2:16][CH2:17][Si:18]([CH3:21])([CH3:20])[CH3:19])[C:5]2=[N:6][CH:7]=1.[NH2:22][C:23]([CH3:27])([CH3:26])[CH2:24][OH:25].CN(C(ON1N=NC2C=CC=NC1=2)=[N+](C)C)C.F[P-](F)(F)(F)(F)F.CCN(C(C)C)C(C)C. The catalyst is CCOC(C)=O.C(O)(=O)CC(CC(O)=O)(C(O)=O)O.CN(C=O)C. The product is [Br:1][C:2]1[N:3]=[C:4]2[C:10]([C:11]([NH:22][C:23]([CH3:27])([CH3:26])[CH2:24][OH:25])=[O:13])=[CH:9][N:8]([CH2:14][O:15][CH2:16][CH2:17][Si:18]([CH3:21])([CH3:20])[CH3:19])[C:5]2=[N:6][CH:7]=1. The yield is 0.820. (3) The reactants are C(C1C=C(N[CH:11]([C:15]2[CH:20]=[CH:19][C:18](OC)=[C:17]([O:23][CH3:24])[CH:16]=2)[C:12]([OH:14])=[O:13])C=CC=1)(=O)N.[NH2:25][C:26]1[CH:27]=[C:28]([C:32]([F:36])=[CH:33][C:34]=1[F:35])[C:29]([NH2:31])=[O:30].COC1C=C(B(O)O)C=CC=1[F:45].O.C(O)(=O)C=O. No catalyst specified. The product is [C:29]([C:28]1[C:32]([F:36])=[CH:33][C:34]([F:35])=[C:26]([NH:25][CH:11]([C:15]2[CH:20]=[CH:19][C:18]([F:45])=[C:17]([O:23][CH3:24])[CH:16]=2)[C:12]([OH:14])=[O:13])[CH:27]=1)(=[O:30])[NH2:31]. The yield is 0.870.